This data is from Catalyst prediction with 721,799 reactions and 888 catalyst types from USPTO. The task is: Predict which catalyst facilitates the given reaction. (1) Product: [C:1](/[C:3](=[C:11](\[O:10][CH3:9])/[CH3:12])/[C:4]([O:6][CH2:7][CH3:8])=[O:5])#[N:2]. The catalyst class is: 52. Reactant: [C:1]([CH2:3][C:4]([O:6][CH2:7][CH3:8])=[O:5])#[N:2].[CH3:9][O:10][C:11](OC)(OC)[CH3:12]. (2) Reactant: C(N(CC)CC)C.[C:8]([O:12][C:13]([NH:15][C@@H:16]([CH2:19][C:20]1[CH:25]=[CH:24][CH:23]=[CH:22][CH:21]=1)[CH2:17][OH:18])=[O:14])([CH3:11])([CH3:10])[CH3:9].O. Product: [C:8]([O:12][C:13]([NH:15][C@@H:16]([CH2:19][C:20]1[CH:21]=[CH:22][CH:23]=[CH:24][CH:25]=1)[CH:17]=[O:18])=[O:14])([CH3:11])([CH3:9])[CH3:10]. The catalyst class is: 16. (3) Reactant: [CH3:1][C:2]1[CH:10]=[C:9]2[C:5]([CH2:6][O:7][C:8]2=[O:11])=[CH:4][CH:3]=1.CC1C=C2C(=CC=1)C(=O)OC2.[N:23]1[CH:28]=[CH:27][CH:26]=[C:25]([CH:29]=O)[CH:24]=1.C[O-].[Na+]. Product: [OH:7][C:6]1[C:5]2[C:9](=[CH:10][C:2]([CH3:1])=[CH:3][CH:4]=2)[C:8](=[O:11])[C:29]=1[C:25]1[CH:24]=[N:23][CH:28]=[CH:27][CH:26]=1. The catalyst class is: 513. (4) Reactant: [C:1]([O:5][C:6](=[O:17])[NH:7][C:8]1[N:16]=[C:11]2[CH:12]=[N:13][CH:14]=[CH:15][N:10]2[N:9]=1)([CH3:4])([CH3:3])[CH3:2]. Product: [N:16]1[C:8]([NH:7][C:6](=[O:17])[O:5][C:1]([CH3:3])([CH3:2])[CH3:4])=[N:9][N:10]2[CH2:15][CH2:14][NH:13][CH2:12][C:11]=12. The catalyst class is: 63. (5) Reactant: [OH:1][C:2]1[CH:10]=[CH:9][CH:8]=[C:7]2[C:3]=1[CH:4]=[C:5]([CH3:18])[N:6]2[CH2:11][C:12]1[CH:17]=[CH:16][CH:15]=[CH:14][CH:13]=1.[H-].[Na+].Br[CH2:22][C:23]([O:25][CH3:26])=[O:24]. Product: [CH3:26][O:25][C:23](=[O:24])[CH2:22][O:1][C:2]1[CH:10]=[CH:9][CH:8]=[C:7]2[C:3]=1[CH:4]=[C:5]([CH3:18])[N:6]2[CH2:11][C:12]1[CH:17]=[CH:16][CH:15]=[CH:14][CH:13]=1. The catalyst class is: 18.